Task: Binary Classification. Given a drug SMILES string, predict its activity (active/inactive) in a high-throughput screening assay against a specified biological target.. Dataset: HIV replication inhibition screening data with 41,000+ compounds from the AIDS Antiviral Screen (1) The molecule is OCCSCC(O)Cn1cnc2c(O)nc(Nc3ccccc3)nc21. The result is 0 (inactive). (2) The drug is CC(=NNC(=S)N1CCCCC1)C(C)=NNC(=S)N1CCCCC1. The result is 0 (inactive). (3) The result is 0 (inactive). The molecule is OC(c1ccccc1)c1c(-c2ccccc2)oc(-c2ccccc2)c1C(O)c1ccccc1.